From a dataset of Merck oncology drug combination screen with 23,052 pairs across 39 cell lines. Regression. Given two drug SMILES strings and cell line genomic features, predict the synergy score measuring deviation from expected non-interaction effect. (1) Drug 1: O=C(NOCC(O)CO)c1ccc(F)c(F)c1Nc1ccc(I)cc1F. Drug 2: NC1CCCCC1N.O=C(O)C(=O)O.[Pt+2]. Cell line: NCIH23. Synergy scores: synergy=-20.6. (2) Drug 1: CCN(CC)CCNC(=O)c1c(C)[nH]c(C=C2C(=O)Nc3ccc(F)cc32)c1C. Drug 2: CS(=O)(=O)CCNCc1ccc(-c2ccc3ncnc(Nc4ccc(OCc5cccc(F)c5)c(Cl)c4)c3c2)o1. Cell line: CAOV3. Synergy scores: synergy=18.6. (3) Drug 1: COC1=C2CC(C)CC(OC)C(O)C(C)C=C(C)C(OC(N)=O)C(OC)C=CC=C(C)C(=O)NC(=CC1=O)C2=O. Cell line: NCIH460. Drug 2: CCc1cnn2c(NCc3ccc[n+]([O-])c3)cc(N3CCCCC3CCO)nc12. Synergy scores: synergy=2.81. (4) Drug 1: CS(=O)(=O)CCNCc1ccc(-c2ccc3ncnc(Nc4ccc(OCc5cccc(F)c5)c(Cl)c4)c3c2)o1. Drug 2: CCc1c2c(nc3ccc(O)cc13)-c1cc3c(c(=O)n1C2)COC(=O)C3(O)CC. Cell line: RPMI7951. Synergy scores: synergy=54.4. (5) Drug 1: Nc1ccn(C2OC(CO)C(O)C2(F)F)c(=O)n1. Drug 2: CS(=O)(=O)CCNCc1ccc(-c2ccc3ncnc(Nc4ccc(OCc5cccc(F)c5)c(Cl)c4)c3c2)o1. Cell line: CAOV3. Synergy scores: synergy=-1.55. (6) Drug 1: C#Cc1cccc(Nc2ncnc3cc(OCCOC)c(OCCOC)cc23)c1. Drug 2: Cn1cc(-c2cnn3c(N)c(Br)c(C4CCCNC4)nc23)cn1. Cell line: DLD1. Synergy scores: synergy=12.8. (7) Drug 1: CCN(CC)CCNC(=O)c1c(C)[nH]c(C=C2C(=O)Nc3ccc(F)cc32)c1C. Drug 2: COC1CC2CCC(C)C(O)(O2)C(=O)C(=O)N2CCCCC2C(=O)OC(C(C)CC2CCC(OP(C)(C)=O)C(OC)C2)CC(=O)C(C)C=C(C)C(O)C(OC)C(=O)C(C)CC(C)C=CC=CC=C1C. Cell line: NCIH23. Synergy scores: synergy=31.0. (8) Cell line: RKO. Drug 1: NC(=O)c1cccc2cn(-c3ccc(C4CCCNC4)cc3)nc12. Synergy scores: synergy=23.7. Drug 2: Cc1nc(Nc2ncc(C(=O)Nc3c(C)cccc3Cl)s2)cc(N2CCN(CCO)CC2)n1.